From a dataset of Forward reaction prediction with 1.9M reactions from USPTO patents (1976-2016). Predict the product of the given reaction. (1) The product is: [F:18][C:14]1[CH:13]=[C:12]([CH:17]=[CH:16][CH:15]=1)[CH2:11][C:10]1[NH:1][C:2]([C:3]([O:5][CH2:6][CH3:7])=[O:4])=[N:8][N:9]=1. Given the reactants [NH2:1][C:2](=[N:8][NH:9][C:10](=O)[CH2:11][C:12]1[CH:17]=[CH:16][CH:15]=[C:14]([F:18])[CH:13]=1)[C:3]([O:5][CH2:6][CH3:7])=[O:4], predict the reaction product. (2) Given the reactants [OH-].[Na+].[F:3][C:4]1[CH:9]=[C:8]([CH3:10])[C:7]([O:11]C(OC)=O)=[CH:6][C:5]=1[N+:16]([O-:18])=[O:17], predict the reaction product. The product is: [F:3][C:4]1[CH:9]=[C:8]([CH3:10])[C:7]([OH:11])=[CH:6][C:5]=1[N+:16]([O-:18])=[O:17]. (3) The product is: [CH3:6][C:7]1[O:15][S:12](=[O:14])(=[O:13])[NH:11][C:9](=[O:10])[CH:8]=1.[Ag:5]. Given the reactants [N+]([O-])([O-])=O.[Ag+:5].[CH3:6][C:7]1[O:15][S:12](=[O:14])(=[O:13])[N-:11][C:9](=[O:10])[CH:8]=1.[K+], predict the reaction product. (4) Given the reactants [OH-].[Li+].[F:3][C:4]1[CH:5]=[C:6]([C:10]2[CH:19]=[C:18]3[C:13]([CH2:14][CH2:15][CH2:16][CH:17]3[NH:20][C:21]3[CH:22]=[C:23]([CH:32]=[CH:33][CH:34]=3)[O:24][CH2:25][C:26]([O:28]C(C)C)=[O:27])=[CH:12][CH:11]=2)[CH:7]=[CH:8][CH:9]=1, predict the reaction product. The product is: [F:3][C:4]1[CH:5]=[C:6]([C:10]2[CH:19]=[C:18]3[C:13]([CH2:14][CH2:15][CH2:16][CH:17]3[NH:20][C:21]3[CH:22]=[C:23]([CH:32]=[CH:33][CH:34]=3)[O:24][CH2:25][C:26]([OH:28])=[O:27])=[CH:12][CH:11]=2)[CH:7]=[CH:8][CH:9]=1. (5) The product is: [C:9]1([C:4]2[N:5]=[CH:6][C:7]3[O:8][CH2:22][CH2:23][NH:1][C:2]=3[N:3]=2)[CH:14]=[CH:13][CH:12]=[CH:11][CH:10]=1. Given the reactants [NH2:1][C:2]1[C:7]([OH:8])=[CH:6][N:5]=[C:4]([C:9]2[CH:14]=[CH:13][CH:12]=[CH:11][CH:10]=2)[N:3]=1.C(=O)([O-])[O-].[K+].[K+].Br[CH2:22][CH2:23]Br.O, predict the reaction product. (6) Given the reactants [Cl:1][C:2]1[C:3]([NH:11][C:12]2[CH:13]=[N:14][C:15]([CH3:18])=[CH:16][CH:17]=2)=[N:4][CH:5]=[C:6]([CH:10]=1)[C:7](O)=[O:8].O=S(Cl)[Cl:21], predict the reaction product. The product is: [Cl:1][C:2]1[C:3]([NH:11][C:12]2[CH:13]=[N:14][C:15]([CH3:18])=[CH:16][CH:17]=2)=[N:4][CH:5]=[C:6]([CH:10]=1)[C:7]([Cl:21])=[O:8].